Task: Predict the reaction yield, written as a fraction of the theoretical maximum amount of product (1.0 means a 100% yield; for example, 0.34 means a 34% yield).. Dataset: Reaction yield outcomes from USPTO patents with 853,638 reactions The reactants are [N:1]1([C:7]2[N:12]3[N:13]=[C:14]([C:16]4[CH:21]=[CH:20][N:19]=[CH:18][CH:17]=4)[CH:15]=[C:11]3[N:10]=[C:9]([NH:22][NH2:23])[CH:8]=2)[CH2:6][CH2:5][O:4][CH2:3][CH2:2]1.[CH:24]([C:27]1[CH:28]=[C:29]([CH:32]=[CH:33][CH:34]=1)[CH:30]=O)([CH3:26])[CH3:25]. The catalyst is C(O)C. The product is [CH:24]([C:27]1[CH:28]=[C:29]([CH:32]=[CH:33][CH:34]=1)[CH:30]=[N:23][NH:22][C:9]1[CH:8]=[C:7]([N:1]2[CH2:6][CH2:5][O:4][CH2:3][CH2:2]2)[N:12]2[N:13]=[C:14]([C:16]3[CH:17]=[CH:18][N:19]=[CH:20][CH:21]=3)[CH:15]=[C:11]2[N:10]=1)([CH3:26])[CH3:25]. The yield is 0.260.